Dataset: Catalyst prediction with 721,799 reactions and 888 catalyst types from USPTO. Task: Predict which catalyst facilitates the given reaction. Reactant: [C:1]1([CH:7]([C:14]2[CH:19]=[CH:18][CH:17]=[CH:16][CH:15]=2)[N:8]2[CH2:13][CH2:12][NH:11][CH2:10][CH2:9]2)[CH:6]=[CH:5][CH:4]=[CH:3][CH:2]=1.[CH:20]([NH:33][CH2:34][C:35](O)=[O:36])([C:27]1[CH:32]=[CH:31][CH:30]=[CH:29][CH:28]=1)[C:21]1[CH:26]=[CH:25][CH:24]=[CH:23][CH:22]=1.C(Cl)CCl. Product: [CH:20]([NH:33][CH2:34][C:35]([N:11]1[CH2:10][CH2:9][N:8]([CH:7]([C:1]2[CH:2]=[CH:3][CH:4]=[CH:5][CH:6]=2)[C:14]2[CH:19]=[CH:18][CH:17]=[CH:16][CH:15]=2)[CH2:13][CH2:12]1)=[O:36])([C:27]1[CH:28]=[CH:29][CH:30]=[CH:31][CH:32]=1)[C:21]1[CH:26]=[CH:25][CH:24]=[CH:23][CH:22]=1. The catalyst class is: 172.